This data is from Catalyst prediction with 721,799 reactions and 888 catalyst types from USPTO. The task is: Predict which catalyst facilitates the given reaction. (1) Reactant: [F:1][C:2]1[CH:3]=[C:4]([C:8]2[CH:16]=[CH:15][CH:14]=[C:13]3[C:9]=2[CH2:10][C:11](=[O:17])[NH:12]3)[CH:5]=[CH:6][CH:7]=1.[CH3:18][S:19]([C:22]1[C:23]([C:30]2[CH:35]=[CH:34][CH:33]=[CH:32][CH:31]=2)=[C:24]([CH:28]=O)[NH:25][C:26]=1[CH3:27])(=[O:21])=[O:20].CC1(C)C(C)(C)OB(C2C=CC=C3C=2C=CN3)O1.N1CCCCC1. Product: [F:1][C:2]1[CH:3]=[C:4]([C:8]2[CH:16]=[CH:15][CH:14]=[C:13]3[C:9]=2/[C:10](=[CH:28]/[C:24]2[NH:25][C:26]([CH3:27])=[C:22]([S:19]([CH3:18])(=[O:21])=[O:20])[C:23]=2[C:30]2[CH:35]=[CH:34][CH:33]=[CH:32][CH:31]=2)/[C:11](=[O:17])[NH:12]3)[CH:5]=[CH:6][CH:7]=1. The catalyst class is: 8. (2) Reactant: [CH3:1][C:2]([NH:4][C@@H:5]1[C:15]2[CH:16]=[C:17]([OH:20])[CH:18]=[CH:19][C:14]=2[C:13]2[C:8](=[CH:9][C:10]([O:25][CH3:26])=[C:11]([O:23][CH3:24])[C:12]=2[O:21][CH3:22])[CH2:7][CH2:6]1)=[O:3].[C:27](Cl)(=[O:29])[NH2:28].[N:31]1([CH:37]2[CH2:42][CH2:41]N[CH2:39][CH2:38]2)[CH2:36][CH2:35][CH2:34][CH2:33][CH2:32]1. Product: [N:31]1([CH:37]2[CH2:42][CH2:41][N:28]([C:27]([O:20][C:17]3[CH:18]=[CH:19][C:14]4[C:13]5[C:12]([O:21][CH3:22])=[C:11]([O:23][CH3:24])[C:10]([O:25][CH3:26])=[CH:9][C:8]=5[CH2:7][CH2:6][CH:5]([NH:4][C:2](=[O:3])[CH3:1])[C:15]=4[CH:16]=3)=[O:29])[CH2:39][CH2:38]2)[CH2:36][CH2:35][CH2:34][CH2:33][CH2:32]1. The catalyst class is: 17. (3) Reactant: [OH:1][C:2]1[CH:10]=[CH:9][C:8]([C:11]2[N:12]([C:27]([O:29][C:30]([CH3:33])([CH3:32])[CH3:31])=[O:28])[C:13]3[C:18]([CH:19]=2)=[CH:17][C:16]([CH2:20][N:21]2[CH2:26][CH2:25][CH2:24][CH2:23][CH2:22]2)=[CH:15][CH:14]=3)=[C:7]2[C:3]=1[CH2:4][NH:5][C:6]2=[O:34].C(N(CC)CC)C.[F:42][C:43]1[CH:44]=[C:45]([S:49](Cl)(=[O:51])=[O:50])[CH:46]=[CH:47][CH:48]=1. Product: [F:42][C:43]1[CH:44]=[C:45]([S:49]([O:1][C:2]2[CH:10]=[CH:9][C:8]([C:11]3[N:12]([C:27]([O:29][C:30]([CH3:31])([CH3:33])[CH3:32])=[O:28])[C:13]4[C:18]([CH:19]=3)=[CH:17][C:16]([CH2:20][N:21]3[CH2:26][CH2:25][CH2:24][CH2:23][CH2:22]3)=[CH:15][CH:14]=4)=[C:7]3[C:3]=2[CH2:4][NH:5][C:6]3=[O:34])(=[O:51])=[O:50])[CH:46]=[CH:47][CH:48]=1. The catalyst class is: 10. (4) Reactant: [NH:1]1[CH2:7][CH2:6][CH2:5][CH2:4][C:3]2[CH:8]=[C:9]([NH2:12])[CH:10]=[CH:11][C:2]1=2.C(N([CH:19]([CH3:21])[CH3:20])CC)(C)C.[CH2:22]([O:29][C:30](Cl)=[O:31])[C:23]1[CH:28]=[CH:27][CH:26]=[CH:25][CH:24]=1. Product: [CH2:22]([O:29][C:30]([N:1]1[CH2:7][CH2:6][CH2:5][CH2:4][C:3]2[CH:8]=[C:9]([NH:12][C:30]([O:29][CH2:22][C:20]3[CH:19]=[CH:21][CH:28]=[CH:23][CH:24]=3)=[O:31])[CH:10]=[CH:11][C:2]1=2)=[O:31])[C:23]1[CH:28]=[CH:27][CH:26]=[CH:25][CH:24]=1. The catalyst class is: 96. (5) Reactant: [OH-:1].[Na+].[N+]([C:6]1C=CC=C[C:7]=1[C:8]([O-:10])=O)([O-])=O.[CH:15]1[C:27]2[CH:26]([CH2:28][O:29][C:30]([NH:32][C@@H:33]([CH2:41][SH:42])[C:34]([O:36][C:37]([CH3:40])([CH3:39])[CH3:38])=[O:35])=[O:31])[C:25]3[C:20](=[CH:21][CH:22]=[CH:23][CH:24]=3)[C:19]=2[CH:18]=[CH:17][CH:16]=1. Product: [CH:24]1[C:25]2[CH:26]([CH2:28][O:29][C:30]([NH:32][C@@H:33]([CH2:41][S:42][CH2:6][C@H:7]([OH:1])[CH2:8][OH:10])[C:34]([O:36][C:37]([CH3:38])([CH3:39])[CH3:40])=[O:35])=[O:31])[C:27]3[C:19](=[CH:18][CH:17]=[CH:16][CH:15]=3)[C:20]=2[CH:21]=[CH:22][CH:23]=1. The catalyst class is: 218. (6) Reactant: [Cl:1][C:2]1[C:7]([NH:8][S:9]([C:12]2[CH:17]=[CH:16][CH:15]=[CH:14][CH:13]=2)(=[O:11])=[O:10])=[CH:6][C:5](B2OC(C)(C)C(C)(C)O2)=[CH:4][N:3]=1.Br[C:28]1[CH:29]=[CH:30][C:31]2[N:32]([C:34]([C:37]3[N:41]=[C:40]([CH3:42])[O:39][N:38]=3)=[CH:35][N:36]=2)[CH:33]=1.O1CCOCC1.C(=O)(O)[O-].[Na+]. Product: [Cl:1][C:2]1[C:7]([NH:8][S:9]([C:12]2[CH:13]=[CH:14][CH:15]=[CH:16][CH:17]=2)(=[O:10])=[O:11])=[CH:6][C:5]([C:28]2[CH:29]=[CH:30][C:31]3[N:32]([C:34]([C:37]4[N:41]=[C:40]([CH3:42])[O:39][N:38]=4)=[CH:35][N:36]=3)[CH:33]=2)=[CH:4][N:3]=1. The catalyst class is: 257. (7) Reactant: [C:1]([C:3]1[CH:8]=[CH:7][C:6]([C:9]2[CH:17]=[C:16]([CH2:18][O:19][CH2:20][C:21]3([C:34]4[CH:39]=[CH:38][CH:37]=[CH:36][CH:35]=4)[CH2:26][CH2:25][N:24](C(OC(C)(C)C)=O)[CH2:23][CH2:22]3)[C:15]3[C:11](=[CH:12][N:13](COCC[Si](C)(C)C)[N:14]=3)[CH:10]=2)=[CH:5][CH:4]=1)#[N:2]. Product: [C:34]1([C:21]2([CH2:20][O:19][CH2:18][C:16]3[CH:17]=[C:9]([C:6]4[CH:5]=[CH:4][C:3]([C:1]#[N:2])=[CH:8][CH:7]=4)[CH:10]=[C:11]4[C:15]=3[NH:14][N:13]=[CH:12]4)[CH2:26][CH2:25][NH:24][CH2:23][CH2:22]2)[CH:35]=[CH:36][CH:37]=[CH:38][CH:39]=1. The catalyst class is: 55.